From a dataset of Full USPTO retrosynthesis dataset with 1.9M reactions from patents (1976-2016). Predict the reactants needed to synthesize the given product. (1) The reactants are: [CH3:1][CH:2]([CH3:27])[C@H:3]([N:8]1[CH2:16][C:15]2[C:10](=[CH:11][C:12]([C:17]3[CH:22]=[CH:21][C:20]([N+:23]([O-:25])=[O:24])=[CH:19][CH:18]=3)=[CH:13][CH:14]=2)[C:9]1=[O:26])[C:4]([O:6][CH3:7])=[O:5].BrCC1C=CC(C2C=CC([N+]([O-])=O)=CC=2)=CC=1C(OC)=O.Cl.COC(=O)[C@@H](C(C)C)N. Given the product [CH3:1][CH:2]([CH3:27])[C@@H:3]([N:8]1[CH2:16][C:15]2[C:10](=[CH:11][C:12]([C:17]3[CH:22]=[CH:21][C:20]([N+:23]([O-:25])=[O:24])=[CH:19][CH:18]=3)=[CH:13][CH:14]=2)[C:9]1=[O:26])[C:4]([O:6][CH3:7])=[O:5], predict the reactants needed to synthesize it. (2) Given the product [CH2:1]([O:8][C:9]1[CH:14]=[C:13]([O:15][CH2:16][C:17]2[CH:22]=[CH:21][CH:20]=[CH:19][CH:18]=2)[C:12]([Cl:23])=[CH:11][C:10]=1[C:24]1[C:28]([I:29])=[CH:27][N:26]([CH2:41][O:40][CH2:39][CH2:38][Si:37]([CH3:44])([CH3:43])[CH3:36])[N:25]=1)[C:2]1[CH:7]=[CH:6][CH:5]=[CH:4][CH:3]=1, predict the reactants needed to synthesize it. The reactants are: [CH2:1]([O:8][C:9]1[CH:14]=[C:13]([O:15][CH2:16][C:17]2[CH:22]=[CH:21][CH:20]=[CH:19][CH:18]=2)[C:12]([Cl:23])=[CH:11][C:10]=1[C:24]1[C:28]([I:29])=[CH:27][NH:26][N:25]=1)[C:2]1[CH:7]=[CH:6][CH:5]=[CH:4][CH:3]=1.C(=O)([O-])[O-].[Cs+].[Cs+].[CH3:36][Si:37]([CH3:44])([CH3:43])[CH2:38][CH2:39][O:40][CH2:41]Cl. (3) Given the product [C:10]([O:9][C@@H:7]([CH:4]1[CH2:5][CH2:6][NH:1][CH2:2][CH2:3]1)[CH3:8])(=[O:12])[CH3:11], predict the reactants needed to synthesize it. The reactants are: [N:1]1[CH:6]=[CH:5][C:4]([C@H:7]([OH:9])[CH3:8])=[CH:3][CH:2]=1.[C:10](O)(=[O:12])[CH3:11]. (4) Given the product [NH2:12][CH2:11][C:4]1([CH2:7][C:8]([O-:10])=[O:9])[CH2:5][CH2:6][CH2:1][CH2:2][CH2:3]1.[CH2:27]([N+:18]([CH2:14][CH2:15][CH2:16][CH3:17])([CH2:19][CH2:20][CH2:21][CH3:22])[CH2:23][CH2:24][CH2:25][CH3:26])[CH2:28][CH2:29][CH3:30], predict the reactants needed to synthesize it. The reactants are: [CH2:1]1[CH2:6][CH2:5][C:4]([CH2:11][NH2:12])([CH2:7][C:8]([OH:10])=[O:9])[CH2:3][CH2:2]1.[OH-].[CH2:14]([N+:18]([CH2:27][CH2:28][CH2:29][CH3:30])([CH2:23][CH2:24][CH2:25][CH3:26])[CH2:19][CH2:20][CH2:21][CH3:22])[CH2:15][CH2:16][CH3:17]. (5) Given the product [CH3:1][O:2][C:3]1[CH:8]=[CH:7][CH:6]=[C:5]([O:9][CH3:10])[C:4]=1[C:24](=[O:30])[C:25]([O:27][CH2:28][CH3:29])=[O:26], predict the reactants needed to synthesize it. The reactants are: [CH3:1][O:2][C:3]1[CH:8]=[CH:7][CH:6]=[C:5]([O:9][CH3:10])[CH:4]=1.CN(CCN(C)C)C.C([Li])CCC.[C:24](OCC)(=[O:30])[C:25]([O:27][CH2:28][CH3:29])=[O:26].Cl. (6) Given the product [Cl:9][C:4]1[CH:5]=[C:6]([NH2:8])[CH:7]=[C:2]([N:10]2[CH2:15][CH2:14][O:13][CH2:12][CH2:11]2)[N:3]=1, predict the reactants needed to synthesize it. The reactants are: Cl[C:2]1[CH:7]=[C:6]([NH2:8])[CH:5]=[C:4]([Cl:9])[N:3]=1.[NH:10]1[CH2:15][CH2:14][O:13][CH2:12][CH2:11]1.